Dataset: Full USPTO retrosynthesis dataset with 1.9M reactions from patents (1976-2016). Task: Predict the reactants needed to synthesize the given product. (1) The reactants are: [OH:1][C:2]1[CH:7]=[CH:6][C:5]([CH2:8][C:9]([OH:11])=O)=[CH:4][CH:3]=1.CN1CCOCC1.C(OC(Cl)=O)C(C)C.[CH2:27]([NH:29][CH2:30][CH2:31][CH3:32])[CH3:28].Cl. Given the product [CH2:30]([N:29]([CH2:27][CH3:28])[C:9](=[O:11])[CH2:8][C:5]1[CH:4]=[CH:3][C:2]([OH:1])=[CH:7][CH:6]=1)[CH2:31][CH3:32], predict the reactants needed to synthesize it. (2) Given the product [Cl:1][C:2]1[CH:3]=[C:4]([N:8]([CH2:9][C:10]2[C:19]3[C:14](=[C:15]([F:20])[CH:16]=[CH:17][CH:18]=3)[NH:13][C:12](=[O:21])[CH:11]=2)[C:28]([C:27]2[C:23]([CH3:22])=[N:24][O:25][C:26]=2[CH3:31])=[O:29])[CH:5]=[CH:6][CH:7]=1, predict the reactants needed to synthesize it. The reactants are: [Cl:1][C:2]1[CH:3]=[C:4]([NH:8][CH2:9][C:10]2[C:19]3[C:14](=[C:15]([F:20])[CH:16]=[CH:17][CH:18]=3)[NH:13][C:12](=[O:21])[CH:11]=2)[CH:5]=[CH:6][CH:7]=1.[CH3:22][C:23]1[C:27]([C:28](O)=[O:29])=[C:26]([CH3:31])[O:25][N:24]=1. (3) Given the product [Cl:41][C:22]1[C:23]([NH:25][C:26]2[CH:31]=[CH:30][C:29]([N:32]3[CH2:37][CH2:36][N:35]([CH3:38])[CH2:34][CH2:33]3)=[CH:28][C:27]=2[O:39][CH3:40])=[N:24][C:19]([NH:1][C:2]2[CH:15]=[CH:14][C:5]3[N:6]([CH2:12][CH3:13])[C:7](=[O:11])[CH2:8][CH2:9][CH2:10][C:4]=3[C:3]=2[O:16][CH3:17])=[N:20][CH:21]=1, predict the reactants needed to synthesize it. The reactants are: [NH2:1][C:2]1[CH:15]=[CH:14][C:5]2[N:6]([CH2:12][CH3:13])[C:7](=[O:11])[CH2:8][CH2:9][CH2:10][C:4]=2[C:3]=1[O:16][CH3:17].Cl[C:19]1[N:24]=[C:23]([NH:25][C:26]2[CH:31]=[CH:30][C:29]([N:32]3[CH2:37][CH2:36][N:35]([CH3:38])[CH2:34][CH2:33]3)=[CH:28][C:27]=2[O:39][CH3:40])[C:22]([Cl:41])=[CH:21][N:20]=1.